Dataset: Catalyst prediction with 721,799 reactions and 888 catalyst types from USPTO. Task: Predict which catalyst facilitates the given reaction. (1) Reactant: [Cl:1][C:2]1[C:10]2[C:5](=[CH:6][CH:7]=[CH:8][CH:9]=2)[N:4]([C:11]2[CH:18]=[CH:17][C:14]([CH2:15][NH2:16])=[CH:13][CH:12]=2)[C:3]=1[C:19]1[O:20][C:21]([CH3:24])=[CH:22][N:23]=1.[CH3:25][O:26][C:27]1[CH:31]=[C:30]([C:32]([NH:34][C:35]2([C:38](O)=[O:39])[CH2:37][CH2:36]2)=[O:33])[O:29][N:28]=1.C(Cl)CCl.O.OC1C2N=NNC=2C=CC=1.C(N(CC)CC)C. Product: [Cl:1][C:2]1[C:10]2[C:5](=[CH:6][CH:7]=[CH:8][CH:9]=2)[N:4]([C:11]2[CH:12]=[CH:13][C:14]([CH2:15][NH:16][C:38]([C:35]3([NH:34][C:32]([C:30]4[O:29][N:28]=[C:27]([O:26][CH3:25])[CH:31]=4)=[O:33])[CH2:36][CH2:37]3)=[O:39])=[CH:17][CH:18]=2)[C:3]=1[C:19]1[O:20][C:21]([CH3:24])=[CH:22][N:23]=1. The catalyst class is: 4. (2) Reactant: [Cl:1][C:2]1[CH:3]=[C:4]2[C:12](=[C:13]([N+:22]([O-])=O)[C:14]=1[N:15]1[CH2:20][CH2:19][N:18]([CH3:21])[CH2:17][CH2:16]1)[NH:11][C:10]1[CH:9]=[N:8][CH:7]=[CH:6][C:5]2=1. Product: [Cl:1][C:2]1[CH:3]=[C:4]2[C:12](=[C:13]([NH2:22])[C:14]=1[N:15]1[CH2:20][CH2:19][N:18]([CH3:21])[CH2:17][CH2:16]1)[NH:11][C:10]1[CH:9]=[N:8][CH:7]=[CH:6][C:5]2=1. The catalyst class is: 19. (3) Reactant: [NH2:1][C:2]1[CH:7]=[CH:6][N:5]=[CH:4][CH:3]=1.C(N(CC)CC)C.[Cl-].ClC1N(C)CC[NH+]1C.[CH3:24][C:25]1[C:30](=[O:31])[C:29]([CH3:32])=[C:28]([CH3:33])[C:27](=[O:34])[C:26]=1[CH2:35][C:36]1[CH:37]=[CH:38][C:39]([O:45]C(=O)C)=[C:40]([CH:44]=1)[C:41](O)=[O:42]. Product: [N:5]1[CH:6]=[CH:7][C:2]([NH:1][C:41](=[O:42])[C:40]2[CH:44]=[C:36]([CH2:35][C:26]3[C:27](=[O:34])[C:28]([CH3:33])=[C:29]([CH3:32])[C:30](=[O:31])[C:25]=3[CH3:24])[CH:37]=[CH:38][C:39]=2[OH:45])=[CH:3][CH:4]=1. The catalyst class is: 232. (4) Reactant: C([O:4][CH2:5][C:6]1[C:7]([C:32]([O:34]CC)=[O:33])=[N:8][O:9][C:10]=1[C:11]1[CH:16]=[CH:15][CH:14]=[C:13](/[CH:17]=[CH:18]/[CH2:19][O:20][C:21]2[CH:26]=[CH:25][CH:24]=[C:23]([OH:27])[C:22]=2[C:28]([O:30][CH3:31])=[O:29])[CH:12]=1)(=O)C.C([O-])([O-])=O.[K+].[K+].Cl.C(=O)=O. Product: [OH:27][C:23]1[C:22]([C:28]([O:30][CH3:31])=[O:29])=[C:21]([CH:26]=[CH:25][CH:24]=1)[O:20][CH2:19]/[CH:18]=[CH:17]/[C:13]1[CH:12]=[C:11]([C:10]2[O:9][N:8]=[C:7]([C:32]([OH:34])=[O:33])[C:6]=2[CH2:5][OH:4])[CH:16]=[CH:15][CH:14]=1. The catalyst class is: 301. (5) Reactant: [OH:1]/[N:2]=[C:3](\Cl)/[C:4]1[CH:15]=[CH:14][C:7]2[B:8]([OH:13])[O:9][C:10]([CH3:12])([CH3:11])[C:6]=2[CH:5]=1.[Cl:17][C:18]1[CH:23]=[C:22]([C:24]([C:26]([F:29])([F:28])[F:27])=[CH2:25])[CH:21]=[C:20]([Cl:30])[C:19]=1[O:31][CH2:32][C:33]([F:36])([F:35])[F:34].CC(=O)OCC. The catalyst class is: 3. Product: [Cl:17][C:18]1[CH:23]=[C:22]([C:24]2([C:26]([F:29])([F:27])[F:28])[O:1][N:2]=[C:3]([C:4]3[CH:15]=[CH:14][C:7]4[B:8]([OH:13])[O:9][C:10]([CH3:12])([CH3:11])[C:6]=4[CH:5]=3)[CH2:25]2)[CH:21]=[C:20]([Cl:30])[C:19]=1[O:31][CH2:32][C:33]([F:34])([F:36])[F:35]. (6) Reactant: [Cl:1][C:2]1[C:3](Cl)=[N:4][CH:5]=[C:6]([CH:11]=1)[C:7]([O:9][CH3:10])=[O:8].[H-].[Na+].[F:15][CH2:16][CH:17]([OH:20])[CH2:18][F:19]. Product: [Cl:1][C:2]1[C:3]([O:20][CH:17]([CH2:18][F:19])[CH2:16][F:15])=[N:4][CH:5]=[C:6]([CH:11]=1)[C:7]([O:9][CH3:10])=[O:8]. The catalyst class is: 1.